From a dataset of Catalyst prediction with 721,799 reactions and 888 catalyst types from USPTO. Predict which catalyst facilitates the given reaction. (1) Reactant: CO[CH:3]([O:20]C)[CH2:4][NH:5][C:6](=O)[C:7]1[CH:12]=[C:11]([N+:13]([O-:15])=[O:14])[CH:10]=[CH:9][C:8]=1[N:16]([CH3:18])[CH3:17].O=P12OP3(OP(OP(O3)(O1)=O)(=O)O2)=O.[OH-].[Na+]. Product: [CH3:18][N:16]([CH3:17])[C:8]1[CH:9]=[CH:10][C:11]([N+:13]([O-:15])=[O:14])=[CH:12][C:7]=1[C:6]1[O:20][CH:3]=[CH:4][N:5]=1. The catalyst class is: 501. (2) Reactant: [C:14]1(P([C:14]2[CH:19]=[CH:18][CH:17]=[CH:16][CH:15]=2)[C:14]2[CH:19]=[CH:18][CH:17]=[CH:16][CH:15]=2)[CH:19]=[CH:18][CH:17]=[CH:16][CH:15]=1.[C:20]([N:27]1[CH2:32][CH2:31][CH:30]([OH:33])[CH2:29][CH2:28]1)([O:22][C:23]([CH3:26])([CH3:25])[CH3:24])=[O:21].C[CH2:35][O:36][C:37](/N=N/[C:37]([O:36][CH2:35]C)=[O:38])=[O:38]. Product: [C:20]([N:27]1[CH2:32][CH2:31][CH:30]([O:33][C:14]2[CH:15]=[CH:16][C:17]([C:37]([O:36][CH3:35])=[O:38])=[CH:18][CH:19]=2)[CH2:29][CH2:28]1)([O:22][C:23]([CH3:26])([CH3:25])[CH3:24])=[O:21]. The catalyst class is: 1. (3) Reactant: Cl.[F:2][C:3]([F:22])([F:21])[O:4][C:5]1[CH:6]=[C:7]([C:11]2[CH:12]=[C:13]3[C:18](=[O:19])[NH:17][CH2:16][CH2:15][N:14]3[CH:20]=2)[CH:8]=[CH:9][CH:10]=1.[CH3:23][S:24](Cl)(=[O:26])=[O:25].CCN([CH:34]([CH3:36])[CH3:35])C(C)C.C([O-])(O)=O.[Na+]. Product: [O:19]=[C:18]1[NH:17][CH2:16][C@H:15]([CH2:12][CH2:13][NH:14][S:24]([CH3:23])(=[O:26])=[O:25])[N:14]2[C:20]([C:35]3[CH:34]=[CH:36][CH:6]=[CH:5][CH:10]=3)=[C:11]([C:7]3[CH:8]=[CH:9][CH:10]=[C:5]([O:4][C:3]([F:2])([F:21])[F:22])[CH:6]=3)[CH:12]=[C:13]12. The catalyst class is: 124. (4) Reactant: [OH:1][C@@H:2]([C@H:7]1[CH2:11][NH:10][CH2:9][C@@H:8]1[OH:12])[C@H](O)CO.C(N(CC)CC)C.Cl[C:21]([O:23][CH2:24][C:25]1[CH:30]=[CH:29][CH:28]=[CH:27][CH:26]=1)=[O:22].O1CCCC1. Product: [CH2:24]([O:23][C:21]([N:10]1[CH2:9][C@H:8]([OH:12])[C@@H:7]([CH2:2][OH:1])[CH2:11]1)=[O:22])[C:25]1[CH:30]=[CH:29][CH:28]=[CH:27][CH:26]=1. The catalyst class is: 80. (5) Reactant: [CH2:1]1[S:5][C@@H:4]([CH2:6][CH2:7][CH2:8][CH2:9][C:10]([O:12]C2C=CC([N+]([O-])=O)=CC=2)=O)[CH:3]2[NH:22][C:23]([NH:25][CH:2]12)=[O:24].[NH2:26][CH2:27][CH2:28][O:29][CH2:30][CH2:31][O:32][CH2:33][CH2:34][NH:35][C:36](=[O:42])[O:37][C:38]([CH3:41])([CH3:40])[CH3:39]. Product: [O:24]=[C:23]1[NH:25][CH:2]2[CH2:1][S:5][CH:4]([CH2:6][CH2:7][CH2:8][CH2:9][C:10]([NH:26][CH2:27][CH2:28][O:29][CH2:30][CH2:31][O:32][CH2:33][CH2:34][NH:35][C:36](=[O:42])[O:37][C:38]([CH3:40])([CH3:39])[CH3:41])=[O:12])[CH:3]2[NH:22]1. The catalyst class is: 348. (6) Reactant: [C:1](#[N:9])[CH2:2][CH2:3][CH2:4][CH2:5][CH2:6][C:7]#[N:8].CC([O-])(C)C.[K+]. Product: [NH2:8][C:7]1[CH2:6][CH2:5][CH2:4][CH2:3][C:2]=1[C:1]#[N:9]. The catalyst class is: 6. (7) Reactant: [Li].[CH3:2][C:3]1([C:8]2[CH:13]=[CH:12][C:11]([NH2:14])=[CH:10][C:9]=2[F:15])[CH2:6][NH:5][C:4]1=O. Product: [NH2:14][C:11]1[CH:12]=[CH:13][C:8]([C:3]2([CH3:2])[CH2:4][NH:5][CH2:6]2)=[C:9]([F:15])[CH:10]=1. The catalyst class is: 1. (8) Reactant: C(Cl)CCl.[CH2:5]([C:7]1[C:15]2[C:10](=[CH:11][CH:12]=[CH:13][CH:14]=2)[NH:9][C:8]=1[CH2:16][NH:17][CH3:18])[CH3:6].Cl.[O:20]=[C:21]1[NH:30][C:29]2[N:28]=[CH:27][C:26](/[CH:31]=[CH:32]/[C:33]([OH:35])=O)=[CH:25][C:24]=2[CH2:23][CH2:22]1.C1C=CC2N(O)N=NC=2C=1.CCN(C(C)C)C(C)C. Product: [CH2:5]([C:7]1[C:15]2[C:10](=[CH:11][CH:12]=[CH:13][CH:14]=2)[NH:9][C:8]=1[CH2:16][N:17]([CH3:18])[C:33](=[O:35])/[CH:32]=[CH:31]/[C:26]1[CH:27]=[N:28][C:29]2[NH:30][C:21](=[O:20])[CH2:22][CH2:23][C:24]=2[CH:25]=1)[CH3:6]. The catalyst class is: 18. (9) Reactant: [CH2:1]([O:3][C:4](=[O:32])[C:5]([O:23][C:24]1[CH:29]=[CH:28][C:27]([O:30][CH3:31])=[CH:26][CH:25]=1)([CH3:22])[CH:6]([C:8]1[CH:13]=[CH:12][C:11]([O:14][CH2:15][C:16]2[CH:21]=[CH:20][CH:19]=[CH:18][CH:17]=2)=[CH:10][CH:9]=1)O)[CH3:2].B(F)(F)F.CCOCC.C([SiH](CC)CC)C.C([O-])([O-])=O.[Na+].[Na+]. Product: [CH2:1]([O:3][C:4](=[O:32])[C:5]([O:23][C:24]1[CH:29]=[CH:28][C:27]([O:30][CH3:31])=[CH:26][CH:25]=1)([CH3:22])[CH2:6][C:8]1[CH:9]=[CH:10][C:11]([O:14][CH2:15][C:16]2[CH:21]=[CH:20][CH:19]=[CH:18][CH:17]=2)=[CH:12][CH:13]=1)[CH3:2]. The catalyst class is: 2. (10) Product: [CH3:26][C@@H:21]1[N:20]([C:18]2[C:17]3=[CH:27][C:28]([CH2:30][N:32]4[CH2:33][CH2:34][N:35]([S:38]([CH3:41])(=[O:39])=[O:40])[CH2:36][CH2:37]4)=[CH:29][N:16]3[N:15]=[C:14]([C:11]3[C:10]([C:42]([F:45])([F:43])[F:44])=[CH:9][C:8]([NH2:7])=[N:13][CH:12]=3)[N:19]=2)[CH2:25][CH2:24][O:23][CH2:22]1. The catalyst class is: 7. Reactant: B.C1COCC1.[NH2:7][C:8]1[N:13]=[CH:12][C:11]([C:14]2[N:19]=[C:18]([N:20]3[CH2:25][CH2:24][O:23][CH2:22][C@@H:21]3[CH3:26])[C:17]3=[CH:27][C:28]([C:30]([N:32]4[CH2:37][CH2:36][N:35]([S:38]([CH3:41])(=[O:40])=[O:39])[CH2:34][CH2:33]4)=O)=[CH:29][N:16]3[N:15]=2)=[C:10]([C:42]([F:45])([F:44])[F:43])[CH:9]=1.Cl.